This data is from Reaction yield outcomes from USPTO patents with 853,638 reactions. The task is: Predict the reaction yield, written as a fraction of the theoretical maximum amount of product (1.0 means a 100% yield; for example, 0.34 means a 34% yield). (1) The reactants are [CH2:1]([N:7]([CH3:18])[C:8](=[O:17])[NH:9][C@@H:10]([CH2:14][CH2:15][OH:16])[C:11]([OH:13])=[O:12])[CH2:2][CH2:3][CH2:4][CH:5]=[CH2:6].[Si:19](Cl)([C:22]([CH3:25])([CH3:24])[CH3:23])([CH3:21])[CH3:20]. The catalyst is C(Cl)Cl. The product is [Si:19]([O:16][CH2:15][CH2:14][C@H:10]([NH:9][C:8]([N:7]([CH2:1][CH2:2][CH2:3][CH2:4][CH:5]=[CH2:6])[CH3:18])=[O:17])[C:11]([OH:13])=[O:12])([C:22]([CH3:25])([CH3:24])[CH3:23])([CH3:21])[CH3:20]. The yield is 0.870. (2) The reactants are [OH-].[Li+].[Br:3][C:4]1[N:5]([C:17]2[C:26]3[C:21](=[CH:22][CH:23]=[CH:24][CH:25]=3)[C:20]([CH:27]3[CH2:29][CH2:28]3)=[CH:19][CH:18]=2)[C:6]([S:9]CCC(OCC)=O)=[N:7][N:8]=1.Cl. The catalyst is C1COCC1.CO. The product is [Br:3][C:4]1[N:5]([C:17]2[C:26]3[C:21](=[CH:22][CH:23]=[CH:24][CH:25]=3)[C:20]([CH:27]3[CH2:29][CH2:28]3)=[CH:19][CH:18]=2)[C:6]([SH:9])=[N:7][N:8]=1. The yield is 0.780.